This data is from Full USPTO retrosynthesis dataset with 1.9M reactions from patents (1976-2016). The task is: Predict the reactants needed to synthesize the given product. (1) Given the product [N:3]1[CH:4]=[C:5]2[C:9]([N:8]=[CH:7][NH:6]2)=[N:10][CH:2]=1, predict the reactants needed to synthesize it. The reactants are: F[C:2]1[N:10]=[C:9]2[C:5]([NH:6][CH:7]=[N:8]2)=[C:4](Cl)[N:3]=1.C1(P(C2C=CC=CC=2)C2C=CC=CC=2)C=CC=CC=1.N(C(OCC)=O)=NC(OCC)=O. (2) Given the product [OH:41][CH2:40][C@@H:36]1[CH2:37][CH2:38][CH2:39][N:35]1[CH:32]1[CH2:33][CH2:34][N:29]([C:24]([C:3]2[C:4]([C:18]3[CH:19]=[CH:20][N:21]=[CH:22][CH:23]=3)=[N:5][N:6]([C:7]3[CH:12]=[CH:11][CH:10]=[C:9]([O:13][C:14]([F:17])([F:15])[F:16])[CH:8]=3)[C:2]=2[CH3:1])=[O:26])[CH2:30][CH2:31]1, predict the reactants needed to synthesize it. The reactants are: [CH3:1][C:2]1[N:6]([C:7]2[CH:12]=[CH:11][CH:10]=[C:9]([O:13][C:14]([F:17])([F:16])[F:15])[CH:8]=2)[N:5]=[C:4]([C:18]2[CH:23]=[CH:22][N:21]=[CH:20][CH:19]=2)[C:3]=1[C:24]([OH:26])=O.Cl.Cl.[NH:29]1[CH2:34][CH2:33][CH:32]([N:35]2[CH2:39][CH2:38][CH2:37][C@H:36]2[CH2:40][OH:41])[CH2:31][CH2:30]1.